The task is: Regression. Given two drug SMILES strings and cell line genomic features, predict the synergy score measuring deviation from expected non-interaction effect.. This data is from NCI-60 drug combinations with 297,098 pairs across 59 cell lines. (1) Drug 1: CN1C(=O)N2C=NC(=C2N=N1)C(=O)N. Drug 2: CC1=C(C(=O)C2=C(C1=O)N3CC4C(C3(C2COC(=O)N)OC)N4)N. Cell line: KM12. Synergy scores: CSS=40.4, Synergy_ZIP=-1.21, Synergy_Bliss=-4.17, Synergy_Loewe=-35.5, Synergy_HSA=-1.52. (2) Drug 1: COC1=CC(=CC(=C1O)OC)C2C3C(COC3=O)C(C4=CC5=C(C=C24)OCO5)OC6C(C(C7C(O6)COC(O7)C8=CC=CS8)O)O. Drug 2: COCCOC1=C(C=C2C(=C1)C(=NC=N2)NC3=CC=CC(=C3)C#C)OCCOC.Cl. Cell line: TK-10. Synergy scores: CSS=45.6, Synergy_ZIP=0.0881, Synergy_Bliss=2.29, Synergy_Loewe=6.91, Synergy_HSA=8.33.